From a dataset of Forward reaction prediction with 1.9M reactions from USPTO patents (1976-2016). Predict the product of the given reaction. (1) Given the reactants Br[C:2]1[CH:7]=[C:6]([F:8])[C:5]([C:9]([N:11]2[CH2:16][CH2:15][N:14]([C:17]3[C:22]([CH3:23])=[CH:21][C:20]([CH3:24])=[CH:19][N:18]=3)[CH2:13][CH2:12]2)=[O:10])=[C:4]([F:25])[CH:3]=1.[NH:26]1[CH2:32][CH2:31][CH2:30][CH2:29][CH2:28][C:27]1=[O:33], predict the reaction product. The product is: [CH3:23][C:22]1[C:17]([N:14]2[CH2:15][CH2:16][N:11]([C:9]([C:5]3[C:6]([F:8])=[CH:7][C:2]([N:26]4[CH2:32][CH2:31][CH2:30][CH2:29][CH2:28][C:27]4=[O:33])=[CH:3][C:4]=3[F:25])=[O:10])[CH2:12][CH2:13]2)=[N:18][CH:19]=[C:20]([CH3:24])[CH:21]=1. (2) Given the reactants [Cl:1][C:2]1[CH:3]=[C:4]2[NH:10][C:9]([C:11]3[CH:16]=[CH:15][N:14]=[C:13]([NH2:17])[CH:12]=3)=[C:8]([C:18]3[CH:23]=[CH:22][C:21]([O:24][CH3:25])=[CH:20][N:19]=3)[C:5]2=[N:6][CH:7]=1.[Cl:26][CH2:27][C:28](Cl)=[O:29].[OH-].N, predict the reaction product. The product is: [Cl:26][CH2:27][C:28]([NH:17][C:13]1[CH:12]=[C:11]([C:9]2[NH:10][C:4]3[C:5](=[N:6][CH:7]=[C:2]([Cl:1])[CH:3]=3)[C:8]=2[C:18]2[CH:23]=[CH:22][C:21]([O:24][CH3:25])=[CH:20][N:19]=2)[CH:16]=[CH:15][N:14]=1)=[O:29]. (3) Given the reactants [C:1]([O:5][C:6]([N:8]1[CH2:16][C:15]2[C:10](=[CH:11][CH:12]=[C:13](I)[CH:14]=2)[CH2:9]1)=[O:7])([CH3:4])([CH3:3])[CH3:2].C(=O)([O-])[O-].[K+].[K+].N[C@@H]1CCCC[C@H]1N.[NH:32]1[CH2:36][CH2:35][CH2:34][C:33]1=[O:37], predict the reaction product. The product is: [C:1]([O:5][C:6]([N:8]1[CH2:16][C:15]2[C:10](=[CH:11][CH:12]=[C:13]([N:32]3[CH2:36][CH2:35][CH2:34][C:33]3=[O:37])[CH:14]=2)[CH2:9]1)=[O:7])([CH3:4])([CH3:3])[CH3:2]. (4) Given the reactants C(N(S(F)(F)[F:7])CC)C.[F:10][C:11]([F:40])([CH2:37][CH2:38]O)[CH2:12][CH2:13][S:14]([CH:17]([C:28]1[C:33]([F:34])=[CH:32][CH:31]=[C:30]([F:35])[C:29]=1[F:36])[C:18]1[C:19]([CH3:27])=[CH:20][C:21]([C:24]([NH2:26])=[O:25])=[N:22][CH:23]=1)(=[O:16])=[O:15], predict the reaction product. The product is: [CH3:27][C:19]1[C:18]([CH:17]([S:14]([CH2:13][CH2:12][C:11]([F:40])([F:10])[CH2:37][CH2:38][F:7])(=[O:15])=[O:16])[C:28]2[C:33]([F:34])=[CH:32][CH:31]=[C:30]([F:35])[C:29]=2[F:36])=[CH:23][N:22]=[C:21]([C:24]([NH2:26])=[O:25])[CH:20]=1.